This data is from Reaction yield outcomes from USPTO patents with 853,638 reactions. The task is: Predict the reaction yield, written as a fraction of the theoretical maximum amount of product (1.0 means a 100% yield; for example, 0.34 means a 34% yield). (1) The reactants are [Br:1][C:2]1[CH:7]=[C:6]([CH3:8])[CH:5]=[C:4]([CH3:9])[CH:3]=1.[Br:10]N1C(C)(C)C(=O)N(Br)C1=O. The catalyst is C(Cl)(Cl)(Cl)Cl.C(OOC(=O)C1C=CC=CC=1)(=O)C1C=CC=CC=1. The product is [Br:1][C:2]1[CH:7]=[C:6]([CH3:8])[CH:5]=[C:4]([CH2:9][Br:10])[CH:3]=1. The yield is 0.990. (2) The reactants are [Cl:1][C:2]1[CH:7]=[CH:6][C:5]([C:8](=O)[CH2:9][C:10]([O:12]CC)=O)=[CH:4][C:3]=1[O:16][CH2:17][CH3:18].CC1C=CC(S(O)(=O)=O)=CC=1.[CH2:30]([C:32]1[O:36][C:35]([C:37]2[CH:38]=[N:39][NH:40][C:41]=2[NH2:42])=[N:34][CH:33]=1)[CH3:31]. The catalyst is CCCCO. The product is [Cl:1][C:2]1[CH:7]=[CH:6][C:5]([C:8]2[NH:42][C:41]3[N:40]([N:39]=[CH:38][C:37]=3[C:35]3[O:36][C:32]([CH2:30][CH3:31])=[CH:33][N:34]=3)[C:10](=[O:12])[CH:9]=2)=[CH:4][C:3]=1[O:16][CH2:17][CH3:18]. The yield is 0.340. (3) The reactants are [Br:1][C:2]1[CH:7]=[CH:6][C:5](Br)=[CH:4][N:3]=1.C([Li])CCC.CN(C)[CH:16]=[O:17]. The catalyst is C(OCC)C. The product is [Br:1][C:2]1[N:3]=[CH:4][C:5]([CH:16]=[O:17])=[CH:6][CH:7]=1. The yield is 0.410. (4) The reactants are S(=O)(=O)(O)O.[CH3:6][O:7][C:8](=[O:24])[C:9]1[CH:14]=[C:13]([O:15][CH3:16])[C:12]([N+:17]([O-:19])=[O:18])=[CH:11][C:10]=1[NH:20]C(=O)C.CO.C(=O)(O)[O-].[K+]. The catalyst is C(OCC)(=O)C.O. The product is [CH3:6][O:7][C:8](=[O:24])[C:9]1[CH:14]=[C:13]([O:15][CH3:16])[C:12]([N+:17]([O-:19])=[O:18])=[CH:11][C:10]=1[NH2:20]. The yield is 0.790.